This data is from Reaction yield outcomes from USPTO patents with 853,638 reactions. The task is: Predict the reaction yield, written as a fraction of the theoretical maximum amount of product (1.0 means a 100% yield; for example, 0.34 means a 34% yield). (1) The reactants are [H-].[Na+].[Si:3]([O:10][CH2:11][C:12]1[N:13]=[C:14]([C:17]2([OH:23])[CH2:22][CH2:21][O:20][CH2:19][CH2:18]2)[S:15][CH:16]=1)([C:6]([CH3:9])([CH3:8])[CH3:7])([CH3:5])[CH3:4].IC.[CH3:26]COC(C)=O.CCCCCC. The catalyst is C1COCC1. The product is [Si:3]([O:10][CH2:11][C:12]1[N:13]=[C:14]([C:17]2([O:23][CH3:26])[CH2:18][CH2:19][O:20][CH2:21][CH2:22]2)[S:15][CH:16]=1)([C:6]([CH3:9])([CH3:7])[CH3:8])([CH3:4])[CH3:5]. The yield is 0.870. (2) The reactants are [F:1][C:2]1[C:7]([F:8])=[CH:6][CH:5]=[CH:4][C:3]=1[CH:9]1[CH2:14][C:13](=[O:15])[NH:12][C:11]([CH3:16])=[C:10]1[C:17]([O:19]C)=[O:18].[OH-].[Na+]. The catalyst is CO. The product is [F:1][C:2]1[C:7]([F:8])=[CH:6][CH:5]=[CH:4][C:3]=1[CH:9]1[CH2:14][C:13](=[O:15])[NH:12][C:11]([CH3:16])=[C:10]1[C:17]([OH:19])=[O:18]. The yield is 0.550.